Dataset: Forward reaction prediction with 1.9M reactions from USPTO patents (1976-2016). Task: Predict the product of the given reaction. (1) The product is: [CH2:1]([C@@H:6]1[CH2:8][C@@H:7]1[CH2:9][C@@H:10]1[CH2:12][C@H:11]1[CH2:13][CH2:14][CH2:15][CH2:16][CH2:17][CH2:18][CH2:19][CH2:20][OH:21])[CH2:2][CH2:3][CH2:4][CH3:5]. Given the reactants [CH2:1]([C@H:6]1[CH2:8][C@H:7]1[CH2:9][C@@H:10]1[CH2:12][C@@H:11]1[CH2:13][C:14]#[C:15][CH2:16][CH2:17][CH2:18][CH2:19][CH2:20][OH:21])[CH2:2][CH2:3][CH2:4][CH3:5].C([C@H]1C[C@H]1C[C@@H]1C[C@H]1CCCCCCCCO)CCCC.C([C@@H]1C[C@@H]1C[C@@H]1C[C@@H]1CC#CCCCCCO)CCCC, predict the reaction product. (2) The product is: [ClH:1].[ClH:21].[Cl:1][C:2]1[CH:3]=[C:4]([N:8]2[CH2:12][CH2:11][CH:10]([NH2:13])[CH2:9]2)[CH:5]=[CH:6][CH:7]=1. Given the reactants [Cl:1][C:2]1[CH:3]=[C:4]([N:8]2[CH2:12][CH2:11][CH:10]([NH:13]C(=O)OC(C)(C)C)[CH2:9]2)[CH:5]=[CH:6][CH:7]=1.[ClH:21].O1CCOCC1, predict the reaction product. (3) Given the reactants [CH2:1]([NH:3][S:4]([C:7]1[CH:8]=[CH:9][C:10]([F:16])=[C:11]([CH:15]=1)[C:12]([OH:14])=O)(=[O:6])=[O:5])[CH3:2].[CH3:17][C:18]([C:26]1[S:30][C:29]([NH2:31])=[N:28][N:27]=1)([C:20]1[CH:25]=[CH:24][CH:23]=[CH:22][CH:21]=1)[CH3:19].C(Cl)CCl.C1C=NC2N(O)N=NC=2C=1, predict the reaction product. The product is: [CH2:1]([NH:3][S:4]([C:7]1[CH:8]=[CH:9][C:10]([F:16])=[C:11]([CH:15]=1)[C:12]([NH:31][C:29]1[S:30][C:26]([C:18]([CH3:19])([C:20]2[CH:25]=[CH:24][CH:23]=[CH:22][CH:21]=2)[CH3:17])=[N:27][N:28]=1)=[O:14])(=[O:5])=[O:6])[CH3:2]. (4) Given the reactants [Cl:1][C:2]1[CH:31]=[C:30]([Cl:32])[CH:29]=[CH:28][C:3]=1[O:4][C:5]1[CH:10]=[CH:9][CH:8]=[CH:7][C:6]=1[NH:11][S:12]([C:15]1[CH:27]=[CH:26][C:18]([C:19]([NH:21][CH2:22][C:23](O)=[O:24])=[O:20])=[CH:17][CH:16]=1)(=[O:14])=[O:13].[CH3:33][NH:34][CH2:35][CH2:36][C:37]1[CH:42]=[CH:41][N:40]=[CH:39][CH:38]=1, predict the reaction product. The product is: [Cl:1][C:2]1[CH:31]=[C:30]([Cl:32])[CH:29]=[CH:28][C:3]=1[O:4][C:5]1[CH:10]=[CH:9][CH:8]=[CH:7][C:6]=1[NH:11][S:12]([C:15]1[CH:27]=[CH:26][C:18]([C:19]([NH:21][CH2:22][C:23](=[O:24])[N:34]([CH3:33])[CH2:35][CH2:36][C:37]2[CH:42]=[CH:41][N:40]=[CH:39][CH:38]=2)=[O:20])=[CH:17][CH:16]=1)(=[O:13])=[O:14]. (5) Given the reactants [CH3:1][N:2]([C:19]1[C:20]2[CH:27]=[CH:26][NH:25][C:21]=2[N:22]=[CH:23][N:24]=1)[CH:3]1[CH2:18][C@H:6]2[CH2:7][N:8](C(OC(C)(C)C)=O)[CH2:9][CH2:10][C@H:5]2[CH2:4]1.[ClH:28], predict the reaction product. The product is: [ClH:28].[CH3:1][N:2]([CH:3]1[CH2:18][C@H:6]2[CH2:7][NH:8][CH2:9][CH2:10][C@H:5]2[CH2:4]1)[C:19]1[C:20]2[CH:27]=[CH:26][NH:25][C:21]=2[N:22]=[CH:23][N:24]=1. (6) Given the reactants [CH3:1][C@@H:2]([O:24]C(C)(C)C)[C@H:3]([NH:6]C(OCC1C2C(=CC=CC=2)C2C1=CC=CC=2)=O)[CH:4]=[O:5].[NH2:29][C:30]1[CH:38]=[CH:37][C:33]([C:34]([OH:36])=O)=[CH:32][CH:31]=1.CN(C([O:46]N1N=NC2C=CC=CC1=2)=[N+](C)C)C.[B-](F)(F)(F)F.C1C=CC2N(O)N=NC=2C=1.CCN(C(C)C)C(C)C, predict the reaction product. The product is: [NH2:29][C:30]1[CH:31]=[CH:32][C:33]([C:34]([NH:6][C@H:3]([C:4]([OH:5])=[O:46])[C@@H:2]([CH3:1])[OH:24])=[O:36])=[CH:37][CH:38]=1. (7) Given the reactants [N:1]1([C:7]2[CH:12]=[CH:11][C:10]([NH:13][C:14]([C:16]3[CH2:21][CH2:20][CH2:19][CH2:18][C:17]=3[C:22]3[CH:27]=[CH:26][C:25]([C:28]([F:31])([F:30])[F:29])=[CH:24][CH:23]=3)=[O:15])=[CH:9][CH:8]=2)[CH2:6][CH2:5][NH:4][CH2:3][CH2:2]1.Br[CH2:33][C:34]([NH2:36])=[O:35].C(N(CC)CC)C, predict the reaction product. The product is: [NH2:36][C:34](=[O:35])[CH2:33][N:4]1[CH2:5][CH2:6][N:1]([C:7]2[CH:8]=[CH:9][C:10]([NH:13][C:14]([C:16]3[CH2:21][CH2:20][CH2:19][CH2:18][C:17]=3[C:22]3[CH:23]=[CH:24][C:25]([C:28]([F:29])([F:31])[F:30])=[CH:26][CH:27]=3)=[O:15])=[CH:11][CH:12]=2)[CH2:2][CH2:3]1. (8) Given the reactants [CH3:1][O:2][C:3]1[C:12]([NH:13][C:14](=[O:18])OCC)=[N:11][C:10]2[C:5](=[CH:6][CH:7]=[C:8]([O:19][CH3:20])[CH:9]=2)[N:4]=1.[CH3:21][O:22][C:23]1[CH:28]=[CH:27][CH:26]=[CH:25][C:24]=1[N:29]1[CH2:34][CH2:33][NH:32][CH2:31][CH2:30]1, predict the reaction product. The product is: [CH3:1][O:2][C:3]1[C:12]([NH:13][C:14]([N:32]2[CH2:31][CH2:30][N:29]([C:24]3[CH:25]=[CH:26][CH:27]=[CH:28][C:23]=3[O:22][CH3:21])[CH2:34][CH2:33]2)=[O:18])=[N:11][C:10]2[C:5](=[CH:6][CH:7]=[C:8]([O:19][CH3:20])[CH:9]=2)[N:4]=1.